From a dataset of Peptide-MHC class I binding affinity with 185,985 pairs from IEDB/IMGT. Regression. Given a peptide amino acid sequence and an MHC pseudo amino acid sequence, predict their binding affinity value. This is MHC class I binding data. The peptide sequence is VLWKSYPLV. The MHC is HLA-B15:01 with pseudo-sequence HLA-B15:01. The binding affinity (normalized) is 0.0847.